Dataset: Forward reaction prediction with 1.9M reactions from USPTO patents (1976-2016). Task: Predict the product of the given reaction. (1) Given the reactants [CH:1]1[CH2:8][CH2:7][CH2:6][CH2:5][CH2:4][CH2:3][CH:2]=1, predict the reaction product. The product is: [CH:1]1[CH2:8][CH2:7][CH2:6][CH2:5][CH2:4][CH2:3][CH:2]=1.[CH:1]1[CH2:8][CH2:7][CH:6]=[CH:5][CH2:4][CH2:3][CH:2]=1. (2) Given the reactants B(Br)(Br)Br.C[O:6][C:7]1[C:8]([CH3:20])=[C:9]2[C:13](=[CH:14][CH:15]=1)[CH:12]([CH2:16][C:17]([O-:19])=[O:18])[CH2:11][CH2:10]2.Cl[CH2:22]Cl, predict the reaction product. The product is: [OH:6][C:7]1[C:8]([CH3:20])=[C:9]2[C:13](=[CH:14][CH:15]=1)[C@@H:12]([CH2:16][C:17]([O:19][CH3:22])=[O:18])[CH2:11][CH2:10]2. (3) The product is: [F:28][C:25]1[CH:26]=[CH:27][C:20]([O:18][C:5]2[CH:4]=[CH:3][C:2]([F:1])=[C:11]3[C:6]=2[C:7]2([CH2:17][CH2:16][CH2:15][CH2:14][CH2:13]2)[NH:8][C:9](=[O:12])[NH:10]3)=[C:21]([CH:24]=1)[C:22]#[N:23]. Given the reactants [F:1][C:2]1[CH:3]=[CH:4][C:5]([OH:18])=[C:6]2[C:11]=1[NH:10][C:9](=[O:12])[NH:8][C:7]12[CH2:17][CH2:16][CH2:15][CH2:14][CH2:13]1.F[C:20]1[CH:27]=[CH:26][C:25]([F:28])=[CH:24][C:21]=1[C:22]#[N:23], predict the reaction product.